This data is from Full USPTO retrosynthesis dataset with 1.9M reactions from patents (1976-2016). The task is: Predict the reactants needed to synthesize the given product. Given the product [F:37][C:33]1[CH:32]=[C:31]2[C:36](=[CH:35][CH:34]=1)[N:28]([C:26]([C:20]1[N:21]=[C:22]([O:24][CH3:25])[CH:23]=[C:18]([N:1]3[CH2:2][CH2:3][CH:4]([N:7]4[C:15]5[C:10](=[N:11][CH:12]=[CH:13][CH:14]=5)[NH:9][C:8]4=[O:16])[CH2:5][CH2:6]3)[CH:19]=1)=[O:27])[CH2:29][CH2:30]2, predict the reactants needed to synthesize it. The reactants are: [NH:1]1[CH2:6][CH2:5][CH:4]([N:7]2[C:15]3[C:10](=[N:11][CH:12]=[CH:13][CH:14]=3)[NH:9][C:8]2=[O:16])[CH2:3][CH2:2]1.Cl[C:18]1[CH:23]=[C:22]([O:24][CH3:25])[N:21]=[C:20]([C:26]([N:28]2[C:36]3[C:31](=[CH:32][C:33]([F:37])=[CH:34][CH:35]=3)[CH2:30][CH2:29]2)=[O:27])[CH:19]=1.